This data is from Catalyst prediction with 721,799 reactions and 888 catalyst types from USPTO. The task is: Predict which catalyst facilitates the given reaction. (1) Reactant: [Cl-:1].[CH3:2][O:3][C:4]([C:6]1([NH3+:15])[CH2:8][CH:7]1[C:9]1[CH:14]=[CH:13][CH:12]=[CH:11][CH:10]=1)=[O:5].C(=O)(O)[O-].[Na+]. Product: [Cl-:1].[CH3:2][O:3][C:4]([C@@:6]1([NH3+:15])[CH2:8][C@@H:7]1[C:9]1[CH:14]=[CH:13][CH:12]=[CH:11][CH:10]=1)=[O:5]. The catalyst class is: 2. (2) Reactant: [Br:1][C:2]1[C:3]([O:18][C:19]2[CH:24]=[CH:23][C:22]([C:25]([O:27]C(C)(C)C)=[O:26])=[CH:21][CH:20]=2)=[C:4]([Cl:17])[CH:5]=[C:6]2[C:11]=1[O:10][CH2:9][CH2:8][CH:7]2[C:12]([O:14][CH2:15][CH3:16])=[O:13].FC(F)(F)C(O)=O. Product: [Br:1][C:2]1[C:3]([O:18][C:19]2[CH:20]=[CH:21][C:22]([C:25]([OH:27])=[O:26])=[CH:23][CH:24]=2)=[C:4]([Cl:17])[CH:5]=[C:6]2[C:11]=1[O:10][CH2:9][CH2:8][CH:7]2[C:12]([O:14][CH2:15][CH3:16])=[O:13]. The catalyst class is: 4. (3) Reactant: [NH2:1][C@H:2]1[C:11]2[C:6](=[CH:7][CH:8]=[CH:9][CH:10]=2)[N:5]([C:12](=[O:15])[CH2:13][CH3:14])[C@@H:4]([CH:16]2[CH2:18][CH2:17]2)[C@@H:3]1[CH3:19].Br[C:21]1[CH:26]=[CH:25][CH:24]=[C:23]([CH3:27])[N:22]=1.CN(C1C(C2C(P(C3CCCCC3)C3CCCCC3)=CC=CC=2)=CC=CC=1)C.CC(C)([O-])C.[Na+]. Product: [CH:16]1([C@H:4]2[C@H:3]([CH3:19])[C@@H:2]([NH:1][C:21]3[CH:26]=[CH:25][CH:24]=[C:23]([CH3:27])[N:22]=3)[C:11]3[C:6](=[CH:7][CH:8]=[CH:9][CH:10]=3)[N:5]2[C:12](=[O:15])[CH2:13][CH3:14])[CH2:18][CH2:17]1. The catalyst class is: 62.